Dataset: Reaction yield outcomes from USPTO patents with 853,638 reactions. Task: Predict the reaction yield, written as a fraction of the theoretical maximum amount of product (1.0 means a 100% yield; for example, 0.34 means a 34% yield). (1) The reactants are Br[NH-].Br[CH2:4][C@@:5]([OH:22])([CH3:21])[C:6]([NH:8][C:9]1[CH:14]=[CH:13][C:12]([C:15]#[N:16])=[C:11]([C:17]([F:20])([F:19])[F:18])[CH:10]=1)=[O:7].C([O-])([O-])=O.[K+].[K+].[F:29][C:30]1[CH:37]=[C:36]([OH:38])[CH:35]=[CH:34][C:31]=1[C:32]#[N:33]. The catalyst is CC(C)=O.CC(O)C.O. The product is [C:15]([C:12]1[CH:13]=[CH:14][C:9]([NH:8][C:6](=[O:7])[C@:5]([OH:22])([CH3:21])[CH2:4][O:38][C:36]2[CH:35]=[CH:34][C:31]([C:32]#[N:33])=[C:30]([F:29])[CH:37]=2)=[CH:10][C:11]=1[C:17]([F:20])([F:19])[F:18])#[N:16]. The yield is 0.230. (2) The reactants are [CH3:1][O:2][C:3]1[C:11]2[O:10][C:9]([CH3:13])([CH3:12])[CH2:8][C:7]=2[C:6]([CH3:14])=[C:5]([N:15]2[CH2:20][CH2:19][NH:18][CH2:17][CH2:16]2)[C:4]=1[CH3:21].Br[C:23]1[CH:32]=[CH:31][C:26]2[O:27][CH2:28][CH2:29][O:30][C:25]=2[CH:24]=1. No catalyst specified. The product is [O:27]1[C:26]2[CH:31]=[CH:32][C:23]([N:18]3[CH2:19][CH2:20][N:15]([C:5]4[C:4]([CH3:21])=[C:3]([O:2][CH3:1])[C:11]5[O:10][C:9]([CH3:13])([CH3:12])[CH2:8][C:7]=5[C:6]=4[CH3:14])[CH2:16][CH2:17]3)=[CH:24][C:25]=2[O:30][CH2:29][CH2:28]1. The yield is 0.150. (3) The product is [CH3:1][O:2][C:7]1[C:16]([OH:17])=[C:15]2[C:10]([CH:11]=[CH:12][CH:13]=[N:14]2)=[CH:9][CH:8]=1. The catalyst is CN(C=O)C.CC(O)=O.O. The reactants are [CH3:1][O:2][Na].CO.Br[C:7]1[C:16]([OH:17])=[C:15]2[C:10]([CH:11]=[CH:12][CH:13]=[N:14]2)=[CH:9][CH:8]=1.C(N(CC([O-])=O)CC(O)=O)CN(CC([O-])=O)CC(O)=O.[Na+].[Na+].C([O-])(O)=O.[Na+]. The yield is 0.400.